From a dataset of Forward reaction prediction with 1.9M reactions from USPTO patents (1976-2016). Predict the product of the given reaction. (1) Given the reactants [Br:1][C:2]1[CH:3]=[CH:4][C:5]([Cl:16])=[C:6]([CH2:8][C:9]2[CH:14]=[CH:13][C:12]([OH:15])=[CH:11][CH:10]=2)[CH:7]=1.[CH2:17](Br)[C:18]1[CH:23]=[CH:22][CH:21]=[CH:20][CH:19]=1.C(=O)([O-])[O-].[K+].[K+], predict the reaction product. The product is: [CH2:17]([O:15][C:12]1[CH:13]=[CH:14][C:9]([CH2:8][C:6]2[CH:7]=[C:2]([Br:1])[CH:3]=[CH:4][C:5]=2[Cl:16])=[CH:10][CH:11]=1)[C:18]1[CH:23]=[CH:22][CH:21]=[CH:20][CH:19]=1. (2) Given the reactants Cl[C:2]1[C:7]([CH:8]=[O:9])=[C:6](Cl)[N:5]=[CH:4][N:3]=1.[C:11]([O-:14])([O-])=O.[K+].[K+].[CH3:17][OH:18], predict the reaction product. The product is: [CH3:17][O:18][C:2]1[C:7]([CH:8]=[O:9])=[C:6]([O:14][CH3:11])[N:5]=[CH:4][N:3]=1. (3) Given the reactants [Br:1][C:2]1[CH:3]=[CH:4][C:5](Cl)=[N:6][CH:7]=1.[NH:9]1[CH2:14][CH2:13][O:12][CH2:11][CH2:10]1, predict the reaction product. The product is: [Br:1][C:2]1[CH:3]=[CH:4][C:5]([N:9]2[CH2:14][CH2:13][O:12][CH2:11][CH2:10]2)=[N:6][CH:7]=1. (4) Given the reactants [Cl:1][C:2]1[N:10]=[C:9]2[C:5]([N:6]=[CH:7][N:8]2[C@@H:11]2[CH2:15][C@H:14]([NH:16][C:17](=[O:20])[CH2:18][CH3:19])[C@@H:13]([OH:21])[C@H:12]2[OH:22])=[C:4](Cl)[N:3]=1.[CH3:24][O:25][C:26]1[CH:31]=[CH:30][C:29]([CH:32]([NH2:41])[C:33]2[CH:38]=[CH:37][C:36]([O:39][CH3:40])=[CH:35][CH:34]=2)=[CH:28][CH:27]=1, predict the reaction product. The product is: [CH3:40][O:39][C:36]1[CH:35]=[CH:34][C:33]([CH:32]([NH:41][C:4]2[N:3]=[C:2]([Cl:1])[N:10]=[C:9]3[C:5]=2[N:6]=[CH:7][N:8]3[C@@H:11]2[CH2:15][C@H:14]([NH:16][C:17](=[O:20])[CH2:18][CH3:19])[C@@H:13]([OH:21])[C@H:12]2[OH:22])[C:29]2[CH:30]=[CH:31][C:26]([O:25][CH3:24])=[CH:27][CH:28]=2)=[CH:38][CH:37]=1. (5) Given the reactants [ClH:1].[N:2]1([C:6]2[N:11]=[CH:10][C:9]([NH:12][C:13]([C:15]3[N:27]([CH2:28][C:29]4[CH:34]=[CH:33][CH:32]=[C:31]([F:35])[CH:30]=4)[C:18]4=[N:19][CH:20]=[C:21]([C:23]([F:26])([F:25])[F:24])[CH:22]=[C:17]4[CH:16]=3)=[O:14])=[CH:8][CH:7]=2)[CH2:5][CH2:4][CH2:3]1, predict the reaction product. The product is: [ClH:1].[N:2]1([C:6]2[N:11]=[CH:10][C:9]([NH:12][C:13]([C:15]3[N:27]([CH2:28][C:29]4[CH:34]=[CH:33][CH:32]=[C:31]([F:35])[CH:30]=4)[C:18]4=[N:19][CH:20]=[C:21]([C:23]([F:24])([F:25])[F:26])[CH:22]=[C:17]4[CH:16]=3)=[O:14])=[CH:8][CH:7]=2)[CH2:5][CH2:4][CH2:3]1. (6) The product is: [CH3:13][O:14][C:15]1[CH:22]=[C:21]([O:23][CH3:24])[CH:20]=[CH:19][C:16]=1[CH2:17][NH:18][C:2]1[C:7]2[C:8](=[O:12])[N:9]([CH3:11])[CH2:10][C:6]=2[CH:5]=[CH:4][N:3]=1. Given the reactants Cl[C:2]1[C:7]2[C:8](=[O:12])[N:9]([CH3:11])[CH2:10][C:6]=2[CH:5]=[CH:4][N:3]=1.[CH3:13][O:14][C:15]1[CH:22]=[C:21]([O:23][CH3:24])[CH:20]=[CH:19][C:16]=1[CH2:17][NH2:18], predict the reaction product.